From a dataset of Full USPTO retrosynthesis dataset with 1.9M reactions from patents (1976-2016). Predict the reactants needed to synthesize the given product. (1) Given the product [I:22][C:14]1[C:8]2[C:9](=[N:10][CH:11]=[C:6]([C:4]3[CH:5]=[N:1][NH:2][CH:3]=3)[N:7]=2)[NH:12][CH:13]=1, predict the reactants needed to synthesize it. The reactants are: [NH:1]1[CH:5]=[C:4]([C:6]2[N:7]=[C:8]3[CH:14]=[CH:13][NH:12][C:9]3=[N:10][CH:11]=2)[CH:3]=[N:2]1.C1C(=O)N([I:22])C(=O)C1. (2) Given the product [Cl:18][C:3]1[C:4]2[CH:9]=[CH:8][CH:7]=[CH:6][C:5]=2[S:1][N:2]=1, predict the reactants needed to synthesize it. The reactants are: [S:1]1[C:5]2[CH:6]=[CH:7][CH:8]=[CH:9][C:4]=2[C:3](=O)[NH:2]1.CN(C)C=O.S(Cl)([Cl:18])=O. (3) Given the product [C:13]([N:16]1[CH2:20][CH2:19][C:18]2([C:28]3[C:23](=[CH:24][CH:25]=[C:26]([O:29][CH2:30][CH3:31])[CH:27]=3)[N:22]([C:32]([NH:12][C:10]3[S:9][C:7]4[C:6]([N:11]=3)=[CH:5][CH:4]=[C:3]([O:2][CH3:1])[N:8]=4)=[O:37])[CH2:21]2)[CH2:17]1)(=[O:15])[CH3:14], predict the reactants needed to synthesize it. The reactants are: [CH3:1][O:2][C:3]1[N:8]=[C:7]2[S:9][C:10]([NH2:12])=[N:11][C:6]2=[CH:5][CH:4]=1.[C:13]([N:16]1[CH2:20][CH2:19][C:18]2([C:28]3[C:23](=[CH:24][CH:25]=[C:26]([O:29][CH2:30][CH3:31])[CH:27]=3)[N:22]([C:32](=[O:37])C(F)(F)F)[CH2:21]2)[CH2:17]1)(=[O:15])[CH3:14]. (4) Given the product [CH:6]1[CH:7]=[N:2][CH:3]=[C:4]([CH2:8][C:9]([P:27]([OH:29])([OH:28])=[O:26])([P:12]([OH:15])([OH:14])=[O:13])[OH:11])[CH:5]=1, predict the reactants needed to synthesize it. The reactants are: Cl.[N:2]1[CH:7]=[CH:6][CH:5]=[C:4]([CH2:8][C:9]([OH:11])=O)[CH:3]=1.[P:12]([OH:15])([OH:14])[OH:13].N1C=CC=C(CC(O)=O)C=1.[OH:26][PH:27]([OH:29])=[O:28].P(Cl)(Cl)(Cl)=O. (5) Given the product [CH:1]1([C:4]2[N:8]([C:19]3[C:18]([F:21])=[CH:17][C:16]([N+:22]([O-:24])=[O:23])=[CH:15][C:14]=3[F:13])[N:7]=[C:6]([C:9]([F:11])([F:12])[F:10])[CH:5]=2)[CH2:2][CH2:3]1, predict the reactants needed to synthesize it. The reactants are: [CH:1]1([C:4]2[NH:8][N:7]=[C:6]([C:9]([F:12])([F:11])[F:10])[CH:5]=2)[CH2:3][CH2:2]1.[F:13][C:14]1[CH:15]=[C:16]([N+:22]([O-:24])=[O:23])[CH:17]=[C:18]([F:21])[C:19]=1F.[H-].[Na+]. (6) Given the product [CH:11]([C:9]1[Se:10][C:6]([CH2:5][O:13][CH2:14][C:15]([OH:18])=[O:17])=[CH:7][CH:8]=1)=[O:12], predict the reactants needed to synthesize it. The reactants are: [BH4-].[Na+].CO[CH:5]([O:13][CH3:14])[C:6]1[Se:10][C:9]([CH:11]=[O:12])=[CH:8][CH:7]=1.[C:15]([O:18]CC)(=[O:17])C. (7) The reactants are: [Cl:1][C:2]1[S:35][C:5]2[C:6]3([CH2:16][CH2:15][N:14]([CH2:17][C:18]4[C:19]([C:30](OCC)=[O:31])=[N:20][N:21]([C:23]5[C:28]([Cl:29])=[CH:27][CH:26]=[CH:25][N:24]=5)[CH:22]=4)[CH2:13][CH2:12]3)[O:7][CH2:8][C:9]([F:11])([F:10])[C:4]=2[CH:3]=1.[BH4-].[Li+]. Given the product [Cl:1][C:2]1[S:35][C:5]2[C:6]3([O:7][CH2:8][C:9]([F:11])([F:10])[C:4]=2[CH:3]=1)[CH2:12][CH2:13][N:14]([CH2:17][C:18]1[C:19]([CH2:30][OH:31])=[N:20][N:21]([C:23]2[C:28]([Cl:29])=[CH:27][CH:26]=[CH:25][N:24]=2)[CH:22]=1)[CH2:15][CH2:16]3, predict the reactants needed to synthesize it. (8) Given the product [CH2:1]([O:3][C:4]1[CH:5]=[C:6]([CH:12]([N:17]2[C:21](=[O:22])[C:20]3=[C:23]([CH3:27])[CH:24]=[CH:25][CH:26]=[C:19]3[C:18]2=[O:28])[CH2:13][C:14]([NH:42][OH:43])=[O:15])[CH:7]=[CH:8][C:9]=1[O:10][CH3:11])[CH3:2], predict the reactants needed to synthesize it. The reactants are: [CH2:1]([O:3][C:4]1[CH:5]=[C:6]([CH:12]([N:17]2[C:21](=[O:22])[C:20]3=[C:23]([CH3:27])[CH:24]=[CH:25][CH:26]=[C:19]3[C:18]2=[O:28])[CH2:13][C:14](O)=[O:15])[CH:7]=[CH:8][C:9]=1[O:10][CH3:11])[CH3:2].C(N1C=CN=C1)(N1C=CN=C1)=O.Cl.[NH2:42][OH:43].